Task: Predict the product of the given reaction.. Dataset: Forward reaction prediction with 1.9M reactions from USPTO patents (1976-2016) (1) The product is: [Br:1][C:2]([CH3:7])([CH3:6])[C:3]([NH:15][CH2:8][C:9]1[CH:14]=[CH:13][CH:12]=[CH:11][CH:10]=1)=[O:4]. Given the reactants [Br:1][C:2]([CH3:7])([CH3:6])[C:3](Br)=[O:4].[CH2:8]([NH2:15])[C:9]1[CH:14]=[CH:13][CH:12]=[CH:11][CH:10]=1, predict the reaction product. (2) Given the reactants [CH2:1]1[NH:6][CH2:5][CH2:4][N:3]2[C:7]3[CH:13]=[CH:12][C:11]([C:14]([OH:16])=[O:15])=[CH:10][C:8]=3[N:9]=[C:2]12.S(=O)(=O)(O)O.[CH2:22](O)[CH3:23], predict the reaction product. The product is: [CH2:1]1[NH:6][CH2:5][CH2:4][N:3]2[C:7]3[CH:13]=[CH:12][C:11]([C:14]([O:16][CH2:22][CH3:23])=[O:15])=[CH:10][C:8]=3[N:9]=[C:2]12. (3) Given the reactants [F:1][C:2]1[CH:3]=[C:4]([CH:18]=[CH:19][C:20]=1[NH:21][C:22]([NH:24][C:25]1[CH:30]=[C:29]([CH3:31])[CH:28]=[CH:27][C:26]=1[F:32])=[O:23])[O:5][C:6]1[CH:11]=[CH:10][N:9]=[C:8]2[CH:12]=[C:13]([C:15]([OH:17])=O)[S:14][C:7]=12.CN(C(ON1N=NC2C=CC=NC1=2)=[N+](C)C)C.F[P-](F)(F)(F)(F)F.C(N(CC)C(C)C)(C)C.[NH2:66][CH2:67][CH2:68][CH:69]([O:73][CH2:74][CH3:75])[O:70][CH2:71][CH3:72], predict the reaction product. The product is: [CH2:71]([O:70][CH:69]([O:73][CH2:74][CH3:75])[CH2:68][CH2:67][NH:66][C:15]([C:13]1[S:14][C:7]2[C:8](=[N:9][CH:10]=[CH:11][C:6]=2[O:5][C:4]2[CH:18]=[CH:19][C:20]([NH:21][C:22]([NH:24][C:25]3[CH:30]=[C:29]([CH3:31])[CH:28]=[CH:27][C:26]=3[F:32])=[O:23])=[C:2]([F:1])[CH:3]=2)[CH:12]=1)=[O:17])[CH3:72]. (4) Given the reactants [NH2:1][C:2]1[CH:3]=[C:4]([CH:18]=[CH:19][C:20]=1[NH2:21])[C:5]([NH:7][C:8]1[CH:13]=[CH:12][C:11]([C:14]([CH3:17])([CH3:16])[CH3:15])=[CH:10][CH:9]=1)=[O:6].C[O:23][C:24](=[O:39])[C:25]([CH3:38])([CH3:37])[CH2:26][C:27]1[CH:32]=[C:31]([CH3:33])[C:30]([CH:34]=O)=[C:29]([CH3:36])[CH:28]=1, predict the reaction product. The product is: [C:14]([C:11]1[CH:12]=[CH:13][C:8]([NH:7][C:5]([C:4]2[CH:18]=[CH:19][C:20]3[N:21]=[C:34]([C:30]4[C:29]([CH3:36])=[CH:28][C:27]([CH2:26][C:25]([CH3:37])([CH3:38])[C:24]([OH:39])=[O:23])=[CH:32][C:31]=4[CH3:33])[NH:1][C:2]=3[CH:3]=2)=[O:6])=[CH:9][CH:10]=1)([CH3:17])([CH3:16])[CH3:15]. (5) Given the reactants Cl.[NH2:2][C@H:3]1[CH2:8][CH2:7][CH2:6][NH:5][C:4]1=[O:9].C([O-])([O-])=O.[Na+].[Na+].[CH3:16][C:17]1([C:23](Cl)=[O:24])[CH2:22][CH2:21][CH2:20][CH2:19][CH2:18]1, predict the reaction product. The product is: [CH3:16][C:17]1([C:23]([NH:2][C@H:3]2[CH2:8][CH2:7][CH2:6][NH:5][C:4]2=[O:9])=[O:24])[CH2:22][CH2:21][CH2:20][CH2:19][CH2:18]1. (6) Given the reactants [F:1][C:2]1[CH:3]=[C:4]([CH:30]=[C:31](F)[CH:32]=1)[C:5]([NH:7][C:8]1[CH:9]=[CH:10][C:11]([CH3:29])=[C:12]([NH:14][C:15](=[O:28])[C:16]2[CH:21]=[CH:20][C:19]([CH2:22][N:23]([CH2:26][CH3:27])[CH2:24][CH3:25])=[CH:18][CH:17]=2)[CH:13]=1)=[O:6].[NH:34]1[CH2:38][CH2:37][CH2:36][CH2:35]1, predict the reaction product. The product is: [F:1][C:2]1[CH:3]=[C:4]([CH:30]=[C:31]([N:34]2[CH2:38][CH2:37][CH2:36][CH2:35]2)[CH:32]=1)[C:5]([NH:7][C:8]1[CH:9]=[CH:10][C:11]([CH3:29])=[C:12]([NH:14][C:15](=[O:28])[C:16]2[CH:17]=[CH:18][C:19]([CH2:22][N:23]([CH2:26][CH3:27])[CH2:24][CH3:25])=[CH:20][CH:21]=2)[CH:13]=1)=[O:6]. (7) Given the reactants [Cl:1][C:2]1[CH:7]=[CH:6][CH:5]=[CH:4][C:3]=1[C:8]([C:11]1[N:12]([C:21]2[CH:26]=[CH:25][C:24]([C:27]3[CH:32]=[CH:31][CH:30]=[C:29]([S:33]([CH3:36])(=[O:35])=[O:34])[CH:28]=3)=[CH:23][CH:22]=2)[CH:13]=[C:14]([CH:16]2[CH2:20][CH2:19][CH2:18][NH:17]2)[N:15]=1)([CH3:10])[CH3:9].C(#N)C.[C:40](OC(=O)C)(=[O:42])[CH3:41], predict the reaction product. The product is: [C:40]([N:17]1[CH2:18][CH2:19][CH2:20][CH:16]1[C:14]1[N:15]=[C:11]([C:8]([C:3]2[CH:4]=[CH:5][CH:6]=[CH:7][C:2]=2[Cl:1])([CH3:10])[CH3:9])[N:12]([C:21]2[CH:26]=[CH:25][C:24]([C:27]3[CH:32]=[CH:31][CH:30]=[C:29]([S:33]([CH3:36])(=[O:35])=[O:34])[CH:28]=3)=[CH:23][CH:22]=2)[CH:13]=1)(=[O:42])[CH3:41]. (8) Given the reactants [CH3:1][C:2]1[C:3]([CH2:21][S:22][C:23]2[NH:27][C:26]3[CH:28]=[CH:29][CH:30]=[CH:31][C:25]=3[N:24]=2)=[N:4][CH:5]=[CH:6][C:7]=1[O:8][CH2:9][CH:10]1[CH2:15][O:14][C:13]2([CH2:20][CH2:19][O:18][CH2:17][CH2:16]2)[O:12][CH2:11]1.ClC1C=CC=C(C(OO)=[O:40])C=1.C(=O)([O-])O.[Na+], predict the reaction product. The product is: [CH3:1][C:2]1[C:3]([CH2:21][S:22]([C:23]2[NH:24][C:25]3[CH:31]=[CH:30][CH:29]=[CH:28][C:26]=3[N:27]=2)=[O:40])=[N:4][CH:5]=[CH:6][C:7]=1[O:8][CH2:9][CH:10]1[CH2:15][O:14][C:13]2([CH2:16][CH2:17][O:18][CH2:19][CH2:20]2)[O:12][CH2:11]1. (9) Given the reactants [Cl:1][C:2]1[CH:11]=[CH:10][C:9]2[C:4](=[CH:5][CH:6]=[C:7]([OH:12])[CH:8]=2)[N:3]=1.[O:13]1[CH:18]=[CH:17][CH2:16][CH2:15][CH2:14]1.C1(C)C=CC(S(O)(=O)=O)=CC=1.[OH-].[Na+], predict the reaction product. The product is: [Cl:1][C:2]1[CH:11]=[CH:10][C:9]2[C:4](=[CH:5][CH:6]=[C:7]([O:12][CH:14]3[CH2:15][CH2:16][CH2:17][CH2:18][O:13]3)[CH:8]=2)[N:3]=1.